This data is from Reaction yield outcomes from USPTO patents with 853,638 reactions. The task is: Predict the reaction yield, written as a fraction of the theoretical maximum amount of product (1.0 means a 100% yield; for example, 0.34 means a 34% yield). (1) The reactants are [Br:1][C:2]1[CH:3]=[C:4]([C:8]([O:10][CH3:11])=[O:9])[O:5][C:6]=1Br.C([Mg]Cl)(C)C.O. The catalyst is O1CCCC1. The product is [Br:1][C:2]1[CH:3]=[C:4]([C:8]([O:10][CH3:11])=[O:9])[O:5][CH:6]=1. The yield is 0.560. (2) The reactants are Cl[C:2]1[N:7]=[CH:6][C:5]([CH2:8][C:9]([O:11][CH2:12][CH3:13])=[O:10])=[CH:4][CH:3]=1.[NH:14]1[CH2:18][CH2:17][CH2:16][CH2:15]1.N12CCCN=C1CCCCC2. The catalyst is CS(C)=O.O. The product is [N:14]1([C:2]2[N:7]=[CH:6][C:5]([CH2:8][C:9]([O:11][CH2:12][CH3:13])=[O:10])=[CH:4][CH:3]=2)[CH2:18][CH2:17][CH2:16][CH2:15]1. The yield is 0.284. (3) The reactants are [Br:1][C:2]1[CH:3]=[N:4][C:5](I)=[N:6][CH:7]=1.[CH:9]([Mg]Br)=[CH2:10]. The catalyst is C1COCC1.C1C=CC([P]([Pd]([P](C2C=CC=CC=2)(C2C=CC=CC=2)C2C=CC=CC=2)([P](C2C=CC=CC=2)(C2C=CC=CC=2)C2C=CC=CC=2)[P](C2C=CC=CC=2)(C2C=CC=CC=2)C2C=CC=CC=2)(C2C=CC=CC=2)C2C=CC=CC=2)=CC=1. The product is [Br:1][C:2]1[CH:3]=[N:4][C:5]([CH:9]=[CH2:10])=[N:6][CH:7]=1. The yield is 0.860. (4) The reactants are [N+:1]([C:4]1[C:13]2[C:8](=[CH:9][CH:10]=[CH:11][CH:12]=2)[N+:7]([O-])=[CH:6][CH:5]=1)([O-:3])=[O:2].P(Br)(Br)([Br:17])=O.[OH-].[Na+]. The catalyst is C(Cl)(Cl)Cl.C(Cl)Cl. The product is [Br:17][C:6]1[CH:5]=[C:4]([N+:1]([O-:3])=[O:2])[C:13]2[C:8](=[CH:9][CH:10]=[CH:11][CH:12]=2)[N:7]=1. The yield is 0.500. (5) The reactants are [Cl:1][C:2]1[CH:7]=[CH:6][C:5]([C:8]2[S:12][C:11]([C:13]([OH:15])=O)=[CH:10][CH:9]=2)=[CH:4][CH:3]=1.C([Li])CCC.CCCCCC.C[N:28]([CH:30]=O)C.[NH2:32]N.Cl. The catalyst is C1COCC1.CO.C([O-])(O)=O.[Na+]. The product is [Cl:1][C:2]1[CH:3]=[CH:4][C:5]([C:8]2[S:12][C:11]3[C:13](=[O:15])[NH:32][N:28]=[CH:30][C:10]=3[CH:9]=2)=[CH:6][CH:7]=1. The yield is 0.870. (6) The reactants are [CH2:1]([N:8]1[CH2:13][CH2:12][CH:11]([N:14]2[CH2:18][C:17]3=[CH:19][N:20]=[C:21]([CH2:22][O:23][Si](C(C)(C)C)(C)C)[N:16]3[C:15]2=[O:31])[CH2:10][CH2:9]1)[C:2]1[CH:7]=[CH:6][CH:5]=[CH:4][CH:3]=1. The catalyst is C(O)(=O)C.C1COCC1.O. The product is [CH2:1]([N:8]1[CH2:13][CH2:12][CH:11]([N:14]2[CH2:18][C:17]3=[CH:19][N:20]=[C:21]([CH2:22][OH:23])[N:16]3[C:15]2=[O:31])[CH2:10][CH2:9]1)[C:2]1[CH:3]=[CH:4][CH:5]=[CH:6][CH:7]=1. The yield is 0.700.